This data is from Catalyst prediction with 721,799 reactions and 888 catalyst types from USPTO. The task is: Predict which catalyst facilitates the given reaction. Reactant: [I-].[Cl:2][C:3]1[CH:8]=[CH:7][C:6]([N:9]2[CH2:13][CH2:12][S:11]/[C:10]/2=[N:14]\[C:15]([N:17]2[CH:21]=[CH:20][N+](C)=[CH:18]2)=[O:16])=[CH:5][CH:4]=1.C(N(C(C)C)CC)(C)C.[F:32][C:33]1[CH:34]=C(CNC)[CH:36]=[CH:37][CH:38]=1. Product: [Cl:2][C:3]1[CH:4]=[CH:5][C:6]([N:9]2[CH2:13][CH2:12][S:11]/[C:10]/2=[N:14]\[C:15](=[O:16])[N:17]([CH2:21][C:20]2[CH:36]=[CH:37][CH:38]=[C:33]([F:32])[CH:34]=2)[CH3:18])=[CH:7][CH:8]=1. The catalyst class is: 10.